From a dataset of Reaction yield outcomes from USPTO patents with 853,638 reactions. Predict the reaction yield, written as a fraction of the theoretical maximum amount of product (1.0 means a 100% yield; for example, 0.34 means a 34% yield). (1) The reactants are [NH2:1][CH:2]([CH2:6][CH:7]([CH3:9])[CH3:8])[C:3]([OH:5])=[O:4].Cl.[CH3:11]O. No catalyst specified. The product is [NH2:1][CH:2]([CH2:6][CH:7]([CH3:9])[CH3:8])[C:3]([O:5][CH3:11])=[O:4]. The yield is 0.960. (2) The product is [CH2:12]([O:11][C:1]([C@H:2]1[C@H:3]([C:4]2[CH:5]=[CH:6][CH:7]=[CH:8][CH:9]=2)[CH2:25][N:17]([CH2:18][C:19]2[CH:24]=[CH:23][CH:22]=[CH:21][CH:20]=2)[CH2:16]1)=[O:10])[CH3:13]. The catalyst is ClCCl.FC(F)(F)C(O)=O. The yield is 0.480. The reactants are [C:1]([O:11][CH2:12][CH3:13])(=[O:10])/[CH:2]=[CH:3]/[C:4]1[CH:9]=[CH:8][CH:7]=[CH:6][CH:5]=1.CO[CH2:16][N:17]([CH2:25][Si](C)(C)C)[CH2:18][C:19]1[CH:24]=[CH:23][CH:22]=[CH:21][CH:20]=1. (3) The reactants are [CH3:1][O:2][C:3](=[O:12])[CH2:4][C:5]1[CH:10]=[CH:9][CH:8]=[C:7]([OH:11])[CH:6]=1.C1(C)C=CC(S(O[CH2:23][CH2:24][Cl:25])(=O)=O)=CC=1.C([O-])([O-])=O.[Cs+].[Cs+]. The catalyst is CC(C)=O. The product is [CH3:1][O:2][C:3](=[O:12])[CH2:4][C:5]1[CH:10]=[CH:9][CH:8]=[C:7]([O:11][CH2:23][CH2:24][Cl:25])[CH:6]=1. The yield is 0.900. (4) The reactants are [NH2:1][C:2]1[CH:7]=[C:6]([C:8]([F:11])([F:10])[F:9])[CH:5]=[CH:4][C:3]=1[CH:12]([C:16]#[N:17])[C:13]([NH2:15])=[O:14]. The catalyst is O1CCOCC1. The product is [NH2:17][C:16]1[NH:1][C:2]2[C:3]([C:12]=1[C:13]([NH2:15])=[O:14])=[CH:4][CH:5]=[C:6]([C:8]([F:9])([F:10])[F:11])[CH:7]=2. The yield is 0.510. (5) The reactants are Br[C:2]1[N:7]=[CH:6][C:5]2[N:8]=[C:9]([C:13]3[C:14]([NH2:18])=[N:15][O:16][N:17]=3)[N:10]([CH2:11][CH3:12])[C:4]=2[CH:3]=1.N1C2C(=CC=C3C=2N=CC=C3)C=CC=1.[OH:33][C:34]1[CH:35]=[C:36]([C:40](=[O:42])[CH3:41])[CH:37]=[CH:38][CH:39]=1.C(=O)([O-])[O-].[Cs+].[Cs+]. The catalyst is C1(C)C=CC=CC=1.C(OCC)(=O)C.[Cu](I)I. The product is [NH2:18][C:14]1[C:13]([C:9]2[N:10]([CH2:11][CH3:12])[C:4]3[CH:3]=[C:2]([O:33][C:34]4[CH:35]=[C:36]([C:40](=[O:42])[CH3:41])[CH:37]=[CH:38][CH:39]=4)[N:7]=[CH:6][C:5]=3[N:8]=2)=[N:17][O:16][N:15]=1. The yield is 0.430. (6) The yield is 0.860. The reactants are Br[C:2]1[CH:3]=[C:4]([C:9]([C:11]2[CH:16]=[C:15]([O:17][C:18]([F:23])([F:22])[CH:19]([F:21])[F:20])[CH:14]=[C:13]([F:24])[CH:12]=2)=[O:10])[CH:5]=[CH:6][C:7]=1[F:8].O.[CH3:26][N:27](C=O)C. The catalyst is [C-]#N.[Zn+2].[C-]#N. The product is [F:8][C:7]1[CH:6]=[CH:5][C:4]([C:9](=[O:10])[C:11]2[CH:16]=[C:15]([O:17][C:18]([F:23])([F:22])[CH:19]([F:21])[F:20])[CH:14]=[C:13]([F:24])[CH:12]=2)=[CH:3][C:2]=1[C:26]#[N:27].